Task: Predict the reaction yield, written as a fraction of the theoretical maximum amount of product (1.0 means a 100% yield; for example, 0.34 means a 34% yield).. Dataset: Reaction yield outcomes from USPTO patents with 853,638 reactions (1) The reactants are [Br:1][C:2]1[CH:3]=[C:4]([O:10][C:11]2[C:12]([CH3:17])=[N:13][CH:14]=[CH:15][CH:16]=2)[C:5]([C:8]#[N:9])=[N:6][CH:7]=1.S(=O)(=O)(O)[OH:19].[OH-].[Na+]. The catalyst is O. The product is [Br:1][C:2]1[CH:3]=[C:4]([O:10][C:11]2[C:12]([CH3:17])=[N:13][CH:14]=[CH:15][CH:16]=2)[C:5]([C:8]([NH2:9])=[O:19])=[N:6][CH:7]=1. The yield is 0.989. (2) The reactants are [NH2:1][C:2]1[CH:11]=[CH:10][CH:9]=[C:8]2[C:3]=1[CH:4]=[CH:5][N:6]=[CH:7]2.[Cl-].[Cl-].[Cl-].[Al+3].[Br:16]Br.[OH-].[Na+]. The catalyst is C(OCC)(=O)C. The product is [Br:16][C:9]1[C:8]2[CH:7]=[N:6][CH:5]=[CH:4][C:3]=2[C:2]([NH2:1])=[CH:11][CH:10]=1. The yield is 0.350. (3) The reactants are [H-].[Na+].[Si:3]([O:10][CH2:11][CH2:12][CH2:13][NH:14][C:15]1[C:22]([F:23])=[CH:21][C:18]([C:19]#[N:20])=[C:17]([Cl:24])[N:16]=1)([C:6]([CH3:9])([CH3:8])[CH3:7])([CH3:5])[CH3:4].[CH3:25]I. The catalyst is CN(C=O)C. The product is [Si:3]([O:10][CH2:11][CH2:12][CH2:13][N:14]([CH3:25])[C:15]1[C:22]([F:23])=[CH:21][C:18]([C:19]#[N:20])=[C:17]([Cl:24])[N:16]=1)([C:6]([CH3:8])([CH3:9])[CH3:7])([CH3:5])[CH3:4]. The yield is 0.990. (4) The reactants are [CH2:1]([C:3]1[CH:8]=[CH:7][C:6]([NH:9][S:10]([C:13]2[CH:18]=[CH:17][CH:16]=[CH:15][CH:14]=2)(=[O:12])=[O:11])=[CH:5][C:4]=1[NH:19][C:20]([CH2:22][C:23]1[CH:30]=[CH:29][C:26]([C:27]#[N:28])=[CH:25][CH:24]=1)=[O:21])[CH3:2].C(O)C.Cl.C(=O)([O-])[O-].[NH4+:39].[NH4+]. The catalyst is ClCCl.CO. The product is [CH2:1]([C:3]1[CH:8]=[CH:7][C:6]([NH:9][S:10]([C:13]2[CH:14]=[CH:15][CH:16]=[CH:17][CH:18]=2)(=[O:12])=[O:11])=[CH:5][C:4]=1[NH:19][C:20]([CH2:22][C:23]1[CH:24]=[CH:25][C:26]([C:27]([NH2:39])=[NH:28])=[CH:29][CH:30]=1)=[O:21])[CH3:2]. The yield is 0.520. (5) The reactants are O1CCCC1.[Br:6][C:7]1[CH:8]=[C:9]([CH:13]=[CH:14][C:15]=1[N+:16]([O-:18])=[O:17])[C:10]([NH2:12])=O.C(N(CC)CC)C.FC(F)(F)C(OC(=O)C(F)(F)F)=O. The catalyst is C(OCC)(=O)C.O. The product is [Br:6][C:7]1[CH:8]=[C:9]([CH:13]=[CH:14][C:15]=1[N+:16]([O-:18])=[O:17])[C:10]#[N:12]. The yield is 0.870. (6) The reactants are CO[C:3]([CH:5]1[C:10]([CH3:12])([CH3:11])[CH2:9][O:8][CH:7]([C:13]2[CH:18]=[CH:17][CH:16]=[CH:15][CH:14]=2)[O:6]1)=[O:4].O[Li].O.O=S(Cl)Cl.[CH2:26]([O:33][CH2:34][CH2:35][CH2:36][CH2:37][O:38][C:39]1[CH:44]=[C:43]([CH3:45])[C:42]([NH2:46])=[C:41]([CH3:47])[CH:40]=1)[C:27]1[CH:32]=[CH:31][CH:30]=[CH:29][CH:28]=1. The catalyst is CO.N1C=CC=CC=1.CCOCC.O. The product is [CH2:26]([O:33][CH2:34][CH2:35][CH2:36][CH2:37][O:38][C:39]1[CH:40]=[C:41]([CH3:47])[C:42]([NH:46][C:3]([CH:5]2[C:10]([CH3:11])([CH3:12])[CH2:9][O:8][CH:7]([C:13]3[CH:14]=[CH:15][CH:16]=[CH:17][CH:18]=3)[O:6]2)=[O:4])=[C:43]([CH3:45])[CH:44]=1)[C:27]1[CH:32]=[CH:31][CH:30]=[CH:29][CH:28]=1. The yield is 0.760. (7) The catalyst is CN(C=O)C.O. The reactants are [F:1][C:2]([F:22])([F:21])[C:3]1[CH:4]=[C:5]([CH:18]=[CH:19][CH:20]=1)[C:6]([NH:8][C:9]1[CH:10]=[C:11](B(O)O)[CH:12]=[CH:13][CH:14]=1)=[O:7].Cl[C:24]1[C:25]2[CH:32]=[CH:31][NH:30][C:26]=2[N:27]=[CH:28][N:29]=1.C1(P(C2C=CC=CC=2)C2C=CC=CC=2)C=CC=CC=1.C(=O)([O-])[O-].[Na+].[Na+]. The yield is 0.480. The product is [N:27]1[C:26]2[NH:30][CH:31]=[CH:32][C:25]=2[C:24]([C:11]2[CH:10]=[C:9]([NH:8][C:6](=[O:7])[C:5]3[CH:18]=[CH:19][CH:20]=[C:3]([C:2]([F:22])([F:21])[F:1])[CH:4]=3)[CH:14]=[CH:13][CH:12]=2)=[N:29][CH:28]=1. (8) The reactants are [CH3:1][C:2]1([C:8]2[CH:13]=[CH:12][CH:11]=[CH:10][CH:9]=2)[CH2:6][CH2:5][CH2:4][C:3]1=[O:7].[C:14](Cl)([N:16]=[C:17]=[O:18])=[O:15].N#N.Cl. The catalyst is CCOC(C)=O. The product is [CH3:1][C:2]1([C:8]2[CH:13]=[CH:12][CH:11]=[CH:10][CH:9]=2)[C:3]2[O:7][C:17](=[O:18])[NH:16][C:14](=[O:15])[C:4]=2[CH2:5][CH2:6]1. The yield is 0.430. (9) The reactants are [NH2:1][C:2]1[CH:3]=[CH:4][C:5]([O:8][C:9](=[O:18])[N:10]([CH3:17])[C:11]2[CH:16]=[CH:15][CH:14]=[CH:13][CH:12]=2)=[N:6][CH:7]=1.[C:19]([C:21]1[CH:22]=[C:23]([CH:27]=[CH:28][CH:29]=1)[C:24](Cl)=[O:25])#[N:20].C(N(CC)CC)C.ClCCl. The catalyst is C(#N)C. The product is [C:19]([C:21]1[CH:22]=[C:23]([CH:27]=[CH:28][CH:29]=1)[C:24]([NH:1][C:2]1[CH:3]=[CH:4][C:5]([O:8][C:9](=[O:18])[N:10]([CH3:17])[C:11]2[CH:16]=[CH:15][CH:14]=[CH:13][CH:12]=2)=[N:6][CH:7]=1)=[O:25])#[N:20]. The yield is 0.810.